From a dataset of Reaction yield outcomes from USPTO patents with 853,638 reactions. Predict the reaction yield, written as a fraction of the theoretical maximum amount of product (1.0 means a 100% yield; for example, 0.34 means a 34% yield). (1) The yield is 0.860. The catalyst is O1CCCC1. The product is [F:31][C:5]1[CH:6]=[C:7]([CH:29]=[CH:30][C:4]=1[C:1](=[O:2])[NH:55][C@H:56]([CH3:59])[CH2:57][OH:58])[O:8][CH2:9][C:10]1[CH:15]=[CH:14][C:13]([CH:16]2[CH2:21][CH2:20][N:19]([C:22]([O:24][C:25]([CH3:26])([CH3:27])[CH3:28])=[O:23])[CH2:18][CH2:17]2)=[CH:12][N:11]=1. The reactants are [C:1]([C:4]1[CH:30]=[CH:29][C:7]([O:8][CH2:9][C:10]2[CH:15]=[CH:14][C:13]([CH:16]3[CH2:21][CH2:20][N:19]([C:22]([O:24][C:25]([CH3:28])([CH3:27])[CH3:26])=[O:23])[CH2:18][CH2:17]3)=[CH:12][N:11]=2)=[CH:6][C:5]=1[F:31])(O)=[O:2].O.ON1C2C=CC=CC=2N=N1.Cl.CN(C)CCCN=C=NCC.[NH2:55][C@@H:56]([CH3:59])[CH2:57][OH:58].C(=O)([O-])O.[Na+]. (2) The reactants are [CH3:1][O:2][C:3]1[CH:19]=[CH:18][C:6]([CH2:7][N:8]2[CH:12]=[C:11]([C:13](=O)[CH:14](Br)[F:15])[CH:10]=[N:9]2)=[CH:5][CH:4]=1.[CH3:20][C:21]1[N:26]=[C:25]([NH:27][C:28]([NH2:30])=[S:29])[CH:24]=[CH:23][CH:22]=1. The catalyst is CC(C)=O. The product is [CH3:1][O:2][C:3]1[CH:19]=[CH:18][C:6]([CH2:7][N:8]2[CH:12]=[C:11]([C:13]3[N:30]=[C:28]([NH:27][C:25]4[CH:24]=[CH:23][CH:22]=[C:21]([CH3:20])[N:26]=4)[S:29][C:14]=3[F:15])[CH:10]=[N:9]2)=[CH:5][CH:4]=1. The yield is 0.920. (3) The reactants are N#N.Br[C:4]1[CH:9]=[CH:8][C:7]([O:10][CH3:11])=[C:6]([N+:12]([O-:14])=[O:13])[CH:5]=1.CC1(C)C2C(=C(P(C3C=CC=CC=3)C3C=CC=CC=3)C=CC=2)OC2C(P(C3C=CC=CC=3)C3C=CC=CC=3)=CC=CC1=2.C([O-])([O-])=O.[Cs+].[Cs+].[CH:63]([N:66]1[CH2:71][CH2:70][NH:69][CH2:68][CH2:67]1)([CH3:65])[CH3:64]. The catalyst is C(OCC)(=O)C.C1C=CC(/C=C/C(/C=C/C2C=CC=CC=2)=O)=CC=1.C1C=CC(/C=C/C(/C=C/C2C=CC=CC=2)=O)=CC=1.C1C=CC(/C=C/C(/C=C/C2C=CC=CC=2)=O)=CC=1.[Pd].[Pd].O1CCOCC1. The product is [CH3:64][CH:63]([N:66]1[CH2:71][CH2:70][N:69]([C:4]2[CH:9]=[CH:8][C:7]([O:10][CH3:11])=[C:6]([N+:12]([O-:14])=[O:13])[CH:5]=2)[CH2:68][CH2:67]1)[CH3:65]. The yield is 0.550. (4) The reactants are Cl.[C:2](=[NH:7])([O:4][CH2:5][CH3:6])[CH3:3].Cl.[F:9][C:10]([F:14])([F:13])[CH2:11]N.C([O-])([O-])=O.[K+].[K+]. The catalyst is C(Cl)Cl.O. The product is [CH2:5]([O:4][C:2](=[N:7][CH2:11][C:10]([F:14])([F:13])[F:9])[CH3:3])[CH3:6]. The yield is 0.870. (5) The reactants are [CH3:1][CH:2]([CH3:47])[C@H:3]([NH:42][C:43](=[O:46])[O:44][CH3:45])[C:4]([N:6]1[CH2:10][C@@H:9]([CH3:11])[CH2:8][C@H:7]1[C:12]1[NH:16][C:15]2[C:17]3[C:22]([CH:23]=[CH:24][C:14]=2[N:13]=1)=[CH:21][C:20]1[C:25]2[C:30]([CH2:31][O:32][C:19]=1[CH:18]=3)=[CH:29][C:28](B1OC(C)(C)C(C)(C)O1)=[CH:27][CH:26]=2)=[O:5].I[C:49]1[NH:53][C:52]([C@@H:54]2[CH2:58][C@H:57]([CH2:59][O:60][CH3:61])[CH2:56][N:55]2C(=O)[C@@H](NC(=O)OC)C(C)C)=[N:51][CH:50]=1.[C:73]([O-:76])([O-])=[O:74].[K+].[K+]. The catalyst is CS(C)=O.O1CCOCC1.C1C=CC([P]([Pd]([P](C2C=CC=CC=2)(C2C=CC=CC=2)C2C=CC=CC=2)([P](C2C=CC=CC=2)(C2C=CC=CC=2)C2C=CC=CC=2)[P](C2C=CC=CC=2)(C2C=CC=CC=2)C2C=CC=CC=2)(C2C=CC=CC=2)C2C=CC=CC=2)=CC=1.C1C=CC(P(C2C=CC=CC=2)[C-]2C=CC=C2)=CC=1.C1C=CC(P(C2C=CC=CC=2)[C-]2C=CC=C2)=CC=1.Cl[Pd]Cl.[Fe+2]. The product is [CH3:45][O:44][C:43]([NH:42][C@H:3]([C:4]([N:6]1[CH2:10][C@@H:9]([CH3:11])[CH2:8][C@H:7]1[C:12]1[NH:16][C:15]2[C:17]3[C:22]([CH:23]=[CH:24][C:14]=2[N:13]=1)=[CH:21][C:20]1[C:25]2[C:26]([CH2:31][O:32][C:19]=1[CH:18]=3)=[CH:27][C:28]([C:50]1[NH:51][C:52]([C@@H:54]3[CH2:58][C@H:57]([CH2:59][O:60][CH3:61])[CH2:56][N:55]3[C:73]([O:76][C:2]([CH3:47])([CH3:3])[CH3:1])=[O:74])=[N:53][CH:49]=1)=[CH:29][CH:30]=2)=[O:5])[CH:2]([CH3:47])[CH3:1])=[O:46]. The yield is 0.430. (6) The reactants are [CH3:1][C:2]1[N:29]=[C:5]2[NH:6][C:7](=[O:28])[C:8]([CH2:13][C:14]3[CH:19]=[CH:18][C:17]([C:20]4[C:21]([C:26]#[N:27])=[CH:22][CH:23]=[CH:24][CH:25]=4)=[CH:16][CH:15]=3)=[C:9]([CH2:10][CH2:11][CH3:12])[N:4]2[N:3]=1.CI.[C:32](=O)([O-])[O-].[K+].[K+].CN(C)C=O. The catalyst is C(OCC)(=O)C. The product is [CH3:1][C:2]1[N:29]=[C:5]2[N:6]([CH3:32])[C:7](=[O:28])[C:8]([CH2:13][C:14]3[CH:19]=[CH:18][C:17]([C:20]4[C:21]([C:26]#[N:27])=[CH:22][CH:23]=[CH:24][CH:25]=4)=[CH:16][CH:15]=3)=[C:9]([CH2:10][CH2:11][CH3:12])[N:4]2[N:3]=1. The yield is 0.670. (7) The reactants are Br[C:2]1[CH:3]=[C:4]2[C:9](=[N:10][CH:11]=1)[NH:8][C:7](=[O:12])[CH2:6][CH2:5]2.[C:13]([O:17][CH2:18][CH3:19])(=[O:16])[CH:14]=[CH2:15].C1(C)C=CC=CC=1P(C1C=CC=CC=1C)C1C=CC=CC=1C.C(N(C(C)C)CC)(C)C. The catalyst is C(#N)CC.CN(C=O)C.CC([O-])=O.CC([O-])=O.[Pd+2]. The product is [O:12]=[C:7]1[NH:8][C:9]2[N:10]=[CH:11][C:2](/[CH:15]=[CH:14]/[C:13]([O:17][CH2:18][CH3:19])=[O:16])=[CH:3][C:4]=2[CH2:5][CH2:6]1. The yield is 0.590.